From a dataset of Catalyst prediction with 721,799 reactions and 888 catalyst types from USPTO. Predict which catalyst facilitates the given reaction. (1) Reactant: Br[C:2]1[CH:7]=[CH:6][C:5]([C:8]2[N:13]=[C:12]3[N:14]=[C:15]([O:17][CH:18]4[CH:22]5[O:23][CH2:24][CH:25]([OH:26])[CH:21]5[O:20][CH2:19]4)[NH:16][C:11]3=[CH:10][C:9]=2[Cl:27])=[CH:4][CH:3]=1.[C:28]([CH:30]1[CH2:35][CH2:34][NH:33][CH2:32][CH2:31]1)#[CH:29].C(=O)([O-])[O-].[Cs+].[Cs+]. Product: [Cl:27][C:9]1[CH:10]=[C:11]2[NH:16][C:15]([O:17][C@H:18]3[C@H:22]4[O:23][CH2:24][C@@H:25]([OH:26])[C@H:21]4[O:20][CH2:19]3)=[N:14][C:12]2=[N:13][C:8]=1[C:5]1[CH:6]=[CH:7][C:2]([C:29]#[C:28][CH:30]2[CH2:35][CH2:34][NH:33][CH2:32][CH2:31]2)=[CH:3][CH:4]=1. The catalyst class is: 205. (2) Reactant: [Br:1][C:2]1[CH:11]=[C:10]2[C:5]([N:6]=[CH:7][C:8](Cl)=[N:9]2)=[CH:4][CH:3]=1.[CH:13]([B-](F)(F)F)=[CH2:14].[K+].C(Cl)Cl.O. Product: [Br:1][C:2]1[CH:11]=[C:10]2[C:5]([N:6]=[CH:7][C:8]([CH:13]=[CH2:14])=[N:9]2)=[CH:4][CH:3]=1. The catalyst class is: 75. (3) Reactant: [NH2:1][C:2]1[CH:3]=[C:4]([C@:8]23[CH2:16][N:15]([C:17]4[N:22]=[CH:21][C:20]([F:23])=[CH:19][N:18]=4)[CH2:14][C@H:13]2[CH2:12][S:11][C:10]([NH:24][C:25](=[O:32])[C:26]2[CH:31]=[CH:30][CH:29]=[CH:28][CH:27]=2)=[N:9]3)[CH:5]=[CH:6][CH:7]=1.[C:33]([C:35]1[CH:36]=[CH:37][C:38]([C:41](O)=[O:42])=[N:39][CH:40]=1)#[N:34].ON1C2C=CC=CC=2N=N1.Cl.CN(C)CCCN=C=NCC.C(N(C(C)C)CC)(C)C. Product: [C:25]([NH:24][C:10]1[S:11][CH2:12][C@@H:13]2[CH2:14][N:15]([C:17]3[N:22]=[CH:21][C:20]([F:23])=[CH:19][N:18]=3)[CH2:16][C@:8]2([C:4]2[CH:3]=[C:2]([NH:1][C:41]([C:38]3[CH:37]=[CH:36][C:35]([C:33]#[N:34])=[CH:40][N:39]=3)=[O:42])[CH:7]=[CH:6][CH:5]=2)[N:9]=1)(=[O:32])[C:26]1[CH:27]=[CH:28][CH:29]=[CH:30][CH:31]=1. The catalyst class is: 4. (4) Reactant: FC(F)(F)C(O)=O.C(OC([CH2:15][NH:16][CH:17]([CH2:23][C:24]1[CH:29]=[CH:28][CH:27]=[CH:26][C:25]=1[I:30])[C:18]([O:20][CH2:21][CH3:22])=[O:19])=O)(C)(C)C. Product: [I:30][C:25]1[CH:26]=[CH:27][CH:28]=[CH:29][C:24]=1[CH2:23][CH:17]([NH:16][CH3:15])[C:18]([O:20][CH2:21][CH3:22])=[O:19]. The catalyst class is: 2. (5) Reactant: [C:1]([C:3]1[CH:4]=[C:5]([CH:8]=[CH:9][CH:10]=1)[CH2:6][OH:7])#[N:2].O[N:12]1C(=O)C2=CC=CC=C2C1=O.C1(P(C2C=CC=CC=2)C2C=CC=CC=2)C=CC=CC=1.N(C(OCC)=O)=NC(OCC)=O.O.NN.[H-].[Al+3].[Li+].[H-].[H-].[H-]. Product: [NH2:12][O:7][CH2:6][C:5]1[CH:4]=[C:3]([CH2:1][NH2:2])[CH:10]=[CH:9][CH:8]=1. The catalyst class is: 219. (6) Reactant: [C:1]([O:5][C:6]([NH:8][C@@H:9]([CH2:13][O:14][C:15]1[C:20]([N+:21]([O-])=O)=[C:19]([F:24])[CH:18]=[C:17]([F:25])[C:16]=1[CH3:26])[C:10]([OH:12])=[O:11])=[O:7])([CH3:4])([CH3:3])[CH3:2].[C:27]([O:31][C:32]([NH:34][C@@H:35]([CH2:39][O:40][C:41]1[CH:46]=[C:45]([F:47])[C:44]([CH3:48])=[C:43]([F:49])[C:42]=1[N+:50]([O-])=O)[C:36]([OH:38])=[O:37])=[O:33])([CH3:30])([CH3:29])[CH3:28]. Product: [NH2:50][C:42]1[C:43]([F:49])=[C:44]([CH3:48])[C:45]([F:47])=[CH:46][C:41]=1[O:40][CH2:39][C@H:35]([NH:34][C:32]([O:31][C:27]([CH3:30])([CH3:29])[CH3:28])=[O:33])[C:36]([OH:38])=[O:37].[NH2:21][C:20]1[C:19]([F:24])=[CH:18][C:17]([F:25])=[C:16]([CH3:26])[C:15]=1[O:14][CH2:13][C@H:9]([NH:8][C:6]([O:5][C:1]([CH3:4])([CH3:3])[CH3:2])=[O:7])[C:10]([OH:12])=[O:11]. The catalyst class is: 19.